From a dataset of Kir2.1 potassium channel HTS with 301,493 compounds. Binary Classification. Given a drug SMILES string, predict its activity (active/inactive) in a high-throughput screening assay against a specified biological target. (1) The compound is O=C(N1CCN(CC1)C(OCC)=O)C(NC(=O)c1occc1)C(C)C. The result is 0 (inactive). (2) The drug is O1c2c(C(c3ccc(OC(=O)N4CCOCC4)cc3)C(=C1N)C#N)c(oc1c2cccc1)=O. The result is 0 (inactive).